This data is from Full USPTO retrosynthesis dataset with 1.9M reactions from patents (1976-2016). The task is: Predict the reactants needed to synthesize the given product. Given the product [O:1]=[C:2]1[NH:6][C@H:5]([CH2:7][CH2:8][CH:9]=[O:13])[C:4](=[O:14])[NH:3]1, predict the reactants needed to synthesize it. The reactants are: [O:1]=[C:2]1[NH:6][C@H:5]([CH2:7][CH2:8][C:9](=[O:13])SCC)[C:4](=[O:14])[NH:3]1.[SiH](CC)(CC)CC.